This data is from TCR-epitope binding with 47,182 pairs between 192 epitopes and 23,139 TCRs. The task is: Binary Classification. Given a T-cell receptor sequence (or CDR3 region) and an epitope sequence, predict whether binding occurs between them. (1) The epitope is HTTDPSFLGRY. The TCR CDR3 sequence is CASSLADTDTQYF. Result: 1 (the TCR binds to the epitope). (2) The epitope is YLNTLTLAV. The TCR CDR3 sequence is CASSRTVGDTQYF. Result: 1 (the TCR binds to the epitope). (3) The epitope is IVDTVSALV. The TCR CDR3 sequence is CASSRGLNQPQHF. Result: 0 (the TCR does not bind to the epitope). (4) The epitope is RPHERNGFTVL. The TCR CDR3 sequence is CASHWSGGLNTGELFF. Result: 0 (the TCR does not bind to the epitope). (5) The epitope is TFYLTNDVSFL. The TCR CDR3 sequence is CASSEGAGRGDTQYF. Result: 1 (the TCR binds to the epitope). (6) Result: 1 (the TCR binds to the epitope). The TCR CDR3 sequence is CASSQDGETPRDTQYF. The epitope is FPPTSFGPL. (7) The epitope is NQKLIANQF. The TCR CDR3 sequence is CASSLWGSSYEQYF. Result: 0 (the TCR does not bind to the epitope).